From a dataset of Catalyst prediction with 721,799 reactions and 888 catalyst types from USPTO. Predict which catalyst facilitates the given reaction. (1) Reactant: P(Cl)(Cl)(Cl)(Cl)[Cl:2].[F:7][C:8]1[CH:9]=[C:10]2[C:15](=[CH:16][CH:17]=1)[N:14]=[C:13]([CH:18]=[CH:19][C:20]1[O:21][C:22]([N+:25]([O-:27])=[O:26])=[CH:23][CH:24]=1)[NH:12][C:11]2=O. Product: [F:7][C:8]1[CH:9]=[C:10]2[C:15](=[CH:16][CH:17]=1)[N:14]=[C:13]([CH:18]=[CH:19][C:20]1[O:21][C:22]([N+:25]([O-:27])=[O:26])=[CH:23][CH:24]=1)[N:12]=[C:11]2[Cl:2]. The catalyst class is: 286. (2) The catalyst class is: 2. Product: [NH2:1][C:2]1[CH:3]=[CH:4][C:5]([C:8]2([C:14]#[N:15])[CH2:13][CH2:12][CH2:11][CH2:10][CH2:9]2)=[CH:6][C:7]=1[Br:23]. Reactant: [NH2:1][C:2]1[CH:7]=[CH:6][C:5]([C:8]2([C:14]#[N:15])[CH2:13][CH2:12][CH2:11][CH2:10][CH2:9]2)=[CH:4][CH:3]=1.C1C(=O)N([Br:23])C(=O)C1. (3) The catalyst class is: 21. Product: [CH2:1]([C:3]1[CH:8]=[C:7]([C:9]#[CH:10])[CH:6]=[C:5]([CH3:11])[C:4]=1[CH:12]1[C:16](=[O:17])[CH2:15][CH:14]([CH2:19][CH2:20][NH:21][C:22]([C:24]2[CH:29]=[CH:28][CH:27]=[CH:26][N:25]=2)=[O:23])[C:13]1=[O:30])[CH3:2]. Reactant: [CH2:1]([C:3]1[CH:8]=[C:7]([C:9]#[CH:10])[CH:6]=[C:5]([CH3:11])[C:4]=1[C:12]1[C:13](=[O:30])[CH:14]([CH2:19][CH2:20][NH:21][C:22]([C:24]2[CH:29]=[CH:28][CH:27]=[CH:26][N:25]=2)=[O:23])[CH2:15][C:16]=1[O:17]C)[CH3:2].Cl. (4) Reactant: C([O:8][C:9]([C:11]1[CH:16]=[CH:15][C:14]([C:17]2[CH:22]=[CH:21][C:20]([O:23][CH2:24][C:25]3[CH:30]=[CH:29][CH:28]=[CH:27][CH:26]=3)=[CH:19][CH:18]=2)=[CH:13][CH:12]=1)=[O:10])C1C=CC=CC=1.[OH-].[Na+].Cl. Product: [CH2:24]([O:23][C:20]1[CH:21]=[CH:22][C:17]([C:14]2[CH:13]=[CH:12][C:11]([C:9]([OH:10])=[O:8])=[CH:16][CH:15]=2)=[CH:18][CH:19]=1)[C:25]1[CH:26]=[CH:27][CH:28]=[CH:29][CH:30]=1. The catalyst class is: 7. (5) Reactant: [C:1]([C:5]1[CH:10]=[C:9]([O:11][CH3:12])[CH:8]=[CH:7][C:6]=1[OH:13])([CH3:4])([CH3:3])[CH3:2].Br[CH2:15][C:16]([O:18][CH3:19])=[O:17].C(=O)([O-])[O-].[Cs+].[Cs+]. Product: [C:1]([C:5]1[CH:10]=[C:9]([O:11][CH3:12])[CH:8]=[CH:7][C:6]=1[O:13][CH2:15][C:16]([O:18][CH3:19])=[O:17])([CH3:4])([CH3:2])[CH3:3]. The catalyst class is: 10.